From a dataset of Reaction yield outcomes from USPTO patents with 853,638 reactions. Predict the reaction yield, written as a fraction of the theoretical maximum amount of product (1.0 means a 100% yield; for example, 0.34 means a 34% yield). (1) The reactants are [CH3:1][C:2]1[S:23][C:5]2[N:6]=[C:7]([CH2:11][N:12]3[CH:16]=[C:15]([CH:17]=[O:18])[C:14]([C:19]([F:22])([F:21])[F:20])=[N:13]3)[NH:8][C:9](=[O:10])[C:4]=2[CH:3]=1.[CH3:24][Mg]Br.O. The catalyst is C(OCC)C. The product is [OH:18][CH:17]([C:15]1[C:14]([C:19]([F:21])([F:22])[F:20])=[N:13][N:12]([CH2:11][C:7]2[NH:8][C:9](=[O:10])[C:4]3[CH:3]=[C:2]([CH3:1])[S:23][C:5]=3[N:6]=2)[CH:16]=1)[CH3:24]. The yield is 0.0800. (2) The reactants are [NH2:1][C:2]1[C:3]([C:7](Cl)=[N:8][OH:9])=[N:4][O:5][N:6]=1.[CH3:11][O:12][CH2:13][CH2:14][NH2:15].C(N(CC)CC)C. The catalyst is C(OCC)(=O)C. The product is [NH2:1][C:2]1[C:3]([C:7](=[N:8][OH:9])[NH:15][CH2:14][CH2:13][O:12][CH3:11])=[N:4][O:5][N:6]=1. The yield is 1.19. (3) The reactants are [NH2:1][C:2](=[O:44])[CH2:3][C:4]1[CH:43]=[CH:42][CH:41]=[CH:40][C:5]=1[CH2:6][CH2:7][C:8]1[C:13]([C:14]([F:17])([F:16])[F:15])=[CH:12][N:11]=[C:10]([NH:18][C:19]2[CH:24]=[CH:23][C:22]([CH:25]3[CH2:30][CH2:29][N:28](C(OC(C)(C)C)=O)[CH2:27][CH2:26]3)=[CH:21][C:20]=2[CH2:38][CH3:39])[N:9]=1.C(O)(C(F)(F)F)=O. The catalyst is C(Cl)Cl. The product is [CH2:38]([C:20]1[CH:21]=[C:22]([CH:25]2[CH2:26][CH2:27][NH:28][CH2:29][CH2:30]2)[CH:23]=[CH:24][C:19]=1[NH:18][C:10]1[N:9]=[C:8]([CH2:7][CH2:6][C:5]2[CH:40]=[CH:41][CH:42]=[CH:43][C:4]=2[CH2:3][C:2]([NH2:1])=[O:44])[C:13]([C:14]([F:17])([F:16])[F:15])=[CH:12][N:11]=1)[CH3:39]. The yield is 0.930.